Dataset: Forward reaction prediction with 1.9M reactions from USPTO patents (1976-2016). Task: Predict the product of the given reaction. (1) Given the reactants [Cl:1][C:2]1[CH:7]=[CH:6][C:5]([NH:8][C:9]2[CH:10]=[CH:11][C:12](C#N)=[N:13][CH:14]=2)=[C:4]([C:17]([F:20])([F:19])[F:18])[CH:3]=1.C[Mg]Br.[Cl-].[NH4+].Cl.C([O:29][CH2:30][CH3:31])C, predict the reaction product. The product is: [Cl:1][C:2]1[CH:7]=[CH:6][C:5]([NH:8][C:9]2[CH:10]=[CH:11][C:12]([C:30](=[O:29])[CH3:31])=[N:13][CH:14]=2)=[C:4]([C:17]([F:20])([F:18])[F:19])[CH:3]=1. (2) Given the reactants [F:1][C:2]1[CH:3]=[CH:4][C:5]([B-](O)(O)O)=[N:6][CH:7]=1.[Li+].C(=O)([O-])[O-].[K+].[K+].Br[C:20]1[C:21]([NH:31][CH:32]2[CH2:37][CH2:36][CH:35]([OH:38])[CH2:34][CH2:33]2)=[N:22][C:23]([NH:26][CH2:27][CH2:28][CH2:29][CH3:30])=[N:24][CH:25]=1, predict the reaction product. The product is: [CH2:27]([NH:26][C:23]1[N:22]=[C:21]([NH:31][C@H:32]2[CH2:33][CH2:34][C@H:35]([OH:38])[CH2:36][CH2:37]2)[C:20]([C:5]2[CH:4]=[CH:3][C:2]([F:1])=[CH:7][N:6]=2)=[CH:25][N:24]=1)[CH2:28][CH2:29][CH3:30]. (3) The product is: [F:1][C:2]1[CH:3]=[C:4]([C:8]2[C:17]([N:18]([CH:20]([CH3:22])[CH3:21])[CH3:19])=[N:16][C:15]3[C:10](=[CH:11][CH:12]=[C:13]([C:23]([OH:25])=[O:24])[CH:14]=3)[N:9]=2)[CH:5]=[CH:6][CH:7]=1. Given the reactants [F:1][C:2]1[CH:3]=[C:4]([C:8]2[C:17]([N:18]([CH:20]([CH3:22])[CH3:21])[CH3:19])=[N:16][C:15]3[C:10](=[CH:11][CH:12]=[C:13]([C:23]([O:25]C)=[O:24])[CH:14]=3)[N:9]=2)[CH:5]=[CH:6][CH:7]=1.CO.[OH-].[Na+], predict the reaction product. (4) Given the reactants [NH2:1][C:2]1[C:3]2[N:4]([C:8]([C@H:32]3[CH2:42][N:36]4[C:37](=[O:41])[CH2:38][NH:39][CH2:40][C@@H:35]4[CH2:34][CH2:33]3)=[N:9][C:10]=2[C:11]2[CH:29]=[CH:28][C:14]([C:15]([NH:17][C:18]3[CH:23]=[C:22]([C:24]([F:27])([F:26])[F:25])[CH:21]=[CH:20][N:19]=3)=[O:16])=[CH:13][C:12]=2[O:30][CH3:31])[CH:5]=[CH:6][N:7]=1.C(N(CC)CC)C.Cl.[C:51](Cl)(=[O:58])[C:52]1[CH:57]=[CH:56][N:55]=[CH:54][CH:53]=1, predict the reaction product. The product is: [NH2:1][C:2]1[C:3]2[N:4]([C:8]([C@H:32]3[CH2:42][N:36]4[C:37](=[O:41])[CH2:38][N:39]([C:51](=[O:58])[C:52]5[CH:57]=[CH:56][N:55]=[CH:54][CH:53]=5)[CH2:40][C@@H:35]4[CH2:34][CH2:33]3)=[N:9][C:10]=2[C:11]2[CH:29]=[CH:28][C:14]([C:15]([NH:17][C:18]3[CH:23]=[C:22]([C:24]([F:26])([F:25])[F:27])[CH:21]=[CH:20][N:19]=3)=[O:16])=[CH:13][C:12]=2[O:30][CH3:31])[CH:5]=[CH:6][N:7]=1. (5) The product is: [F:1][C:2]1[C:7]([C:8]([F:10])([F:11])[F:9])=[CH:6][CH:5]=[CH:4][C:3]=1[NH:12][C:29]([C:23]1[CH:22]=[N:21][N:20]([C:17]2[CH:18]=[CH:19][C:14]([Cl:13])=[CH:15][CH:16]=2)[C:24]=1[C:25]([F:28])([F:26])[F:27])=[O:30]. Given the reactants [F:1][C:2]1[C:7]([C:8]([F:11])([F:10])[F:9])=[CH:6][CH:5]=[CH:4][C:3]=1[NH2:12].[Cl:13][C:14]1[CH:19]=[CH:18][C:17]([N:20]2[C:24]([C:25]([F:28])([F:27])[F:26])=[C:23]([C:29](Cl)=[O:30])[CH:22]=[N:21]2)=[CH:16][CH:15]=1.CCN(C(C)C)C(C)C, predict the reaction product. (6) Given the reactants [CH3:1][N:2]1[C:8]2[CH:9]=[CH:10][CH:11]=[CH:12][C:7]=2[C:6]([C:13]2[CH:18]=[CH:17][CH:16]=[CH:15][CH:14]=2)=[N:5][C@@H:4]([NH:19][C:20](=[O:33])[C@H:21]([CH2:29][CH:30]([CH3:32])[CH3:31])[C@H:22]([CH2:26][CH:27]=[CH2:28])[C:23]([NH2:25])=[O:24])[C:3]1=[O:34].C1CC=CCC=1, predict the reaction product. The product is: [CH3:1][N:2]1[C:8]2[CH:9]=[CH:10][CH:11]=[CH:12][C:7]=2[C:6]([C:13]2[CH:18]=[CH:17][CH:16]=[CH:15][CH:14]=2)=[N:5][C@@H:4]([NH:19][C:20](=[O:33])[C@H:21]([CH2:29][CH:30]([CH3:31])[CH3:32])[C@H:22]([CH2:26][CH2:27][CH3:28])[C:23]([NH2:25])=[O:24])[C:3]1=[O:34]. (7) Given the reactants [C:1]([O:5][C:6]([C:8]1[CH:25]=[CH:24][C:11]([CH2:12][C:13]2[C:14]([C:19]([O:21][CH2:22][CH3:23])=[O:20])=[N:15][NH:16][C:17]=2[CH3:18])=[CH:10][CH:9]=1)=[O:7])([CH3:4])([CH3:3])[CH3:2].[Cl:26][C:27]1[CH:34]=[C:33](F)[CH:32]=[CH:31][C:28]=1[C:29]#[N:30].CC(C)([O-])C.[K+].[Cl-].[NH4+], predict the reaction product. The product is: [C:1]([O:5][C:6]([C:8]1[CH:25]=[CH:24][C:11]([CH2:12][C:13]2[C:14]([C:19]([O:21][CH2:22][CH3:23])=[O:20])=[N:15][N:16]([C:33]3[CH:32]=[CH:31][C:28]([C:29]#[N:30])=[C:27]([Cl:26])[CH:34]=3)[C:17]=2[CH3:18])=[CH:10][CH:9]=1)=[O:7])([CH3:2])([CH3:3])[CH3:4].